From a dataset of NCI-60 drug combinations with 297,098 pairs across 59 cell lines. Regression. Given two drug SMILES strings and cell line genomic features, predict the synergy score measuring deviation from expected non-interaction effect. (1) Drug 1: CC1=C2C(C(=O)C3(C(CC4C(C3C(C(C2(C)C)(CC1OC(=O)C(C(C5=CC=CC=C5)NC(=O)OC(C)(C)C)O)O)OC(=O)C6=CC=CC=C6)(CO4)OC(=O)C)OC)C)OC. Drug 2: CC1=C(C=C(C=C1)NC(=O)C2=CC=C(C=C2)CN3CCN(CC3)C)NC4=NC=CC(=N4)C5=CN=CC=C5. Cell line: OVCAR3. Synergy scores: CSS=43.4, Synergy_ZIP=4.65, Synergy_Bliss=1.71, Synergy_Loewe=-39.7, Synergy_HSA=0.712. (2) Drug 1: C1=NNC2=C1C(=O)NC=N2. Drug 2: CN(C(=O)NC(C=O)C(C(C(CO)O)O)O)N=O. Cell line: OVCAR-4. Synergy scores: CSS=2.64, Synergy_ZIP=-0.716, Synergy_Bliss=-0.840, Synergy_Loewe=-3.40, Synergy_HSA=-1.57. (3) Drug 1: CC1=C(C(=CC=C1)Cl)NC(=O)C2=CN=C(S2)NC3=CC(=NC(=N3)C)N4CCN(CC4)CCO. Drug 2: CCC1(C2=C(COC1=O)C(=O)N3CC4=CC5=C(C=CC(=C5CN(C)C)O)N=C4C3=C2)O.Cl. Cell line: NCI-H322M. Synergy scores: CSS=4.96, Synergy_ZIP=-2.64, Synergy_Bliss=-0.828, Synergy_Loewe=-1.50, Synergy_HSA=-0.994.